From a dataset of Full USPTO retrosynthesis dataset with 1.9M reactions from patents (1976-2016). Predict the reactants needed to synthesize the given product. (1) Given the product [CH:21]1([C:24]2[NH:28][N:27]=[C:26]([NH:29][C:2]3[CH:7]=[C:6]([F:8])[CH:5]=[CH:4][C:3]=3[N+:9]([O-:11])=[O:10])[CH:25]=2)[CH2:23][CH2:22]1, predict the reactants needed to synthesize it. The reactants are: F[C:2]1[CH:7]=[C:6]([F:8])[CH:5]=[CH:4][C:3]=1[N+:9]([O-:11])=[O:10].CCN(C(C)C)C(C)C.[CH:21]1([C:24]2[NH:28][N:27]=[C:26]([NH2:29])[CH:25]=2)[CH2:23][CH2:22]1. (2) Given the product [C:7]([O:11][C:12]([N:14]1[CH2:15][CH2:16][N:17]([C:20]2[C:21]([C:42]3[CH:47]=[C:46]([Cl:48])[C:45]([O:49][CH2:50][C:51]4[CH:56]=[CH:55][CH:54]=[CH:53][CH:52]=4)=[CH:44][C:43]=3[O:57][CH2:58][C:59]3[CH:64]=[CH:63][CH:62]=[CH:61][CH:60]=3)=[N:22][N:23]([S:32]([C:35]3[CH:36]=[CH:37][C:38]([CH3:41])=[CH:39][CH:40]=3)(=[O:33])=[O:34])[C:24]=2[CH2:25][OH:26])[CH2:18][CH2:19]1)=[O:13])([CH3:10])([CH3:8])[CH3:9], predict the reactants needed to synthesize it. The reactants are: [H-].[Al+3].[Li+].[H-].[H-].[H-].[C:7]([O:11][C:12]([N:14]1[CH2:19][CH2:18][N:17]([C:20]2[C:21]([C:42]3[CH:47]=[C:46]([Cl:48])[C:45]([O:49][CH2:50][C:51]4[CH:56]=[CH:55][CH:54]=[CH:53][CH:52]=4)=[CH:44][C:43]=3[O:57][CH2:58][C:59]3[CH:64]=[CH:63][CH:62]=[CH:61][CH:60]=3)=[N:22][N:23]([S:32]([C:35]3[CH:40]=[CH:39][C:38]([CH3:41])=[CH:37][CH:36]=3)(=[O:34])=[O:33])[C:24]=2[C:25](OCC(C)C)=[O:26])[CH2:16][CH2:15]1)=[O:13])([CH3:10])([CH3:9])[CH3:8].CO. (3) Given the product [CH3:1][O:2][C:3]1[CH:4]=[CH:5][C:6]2[CH2:7][CH2:8][CH2:9][C:10](=[O:13])[NH:14][C:11]=2[CH:12]=1, predict the reactants needed to synthesize it. The reactants are: [CH3:1][O:2][C:3]1[CH:12]=[C:11]2[C:6]([CH2:7][CH2:8][CH2:9][C:10]2=[O:13])=[CH:5][CH:4]=1.[N-:14]=[N+]=[N-].[Na+]. (4) Given the product [Cl:14][C:15]1[CH:20]=[C:19]([Cl:21])[CH:18]=[C:17]([Cl:22])[C:16]=1[S:23]([NH:13][C:2]1[S:3][C:4]2[CH2:9][CH2:8][C:7]3[S:10][CH:11]=[CH:12][C:6]=3[C:5]=2[N:1]=1)(=[O:25])=[O:24], predict the reactants needed to synthesize it. The reactants are: [N:1]1[C:5]2[C:6]3[CH:12]=[CH:11][S:10][C:7]=3[CH2:8][CH2:9][C:4]=2[S:3][C:2]=1[NH2:13].[Cl:14][C:15]1[CH:20]=[C:19]([Cl:21])[CH:18]=[C:17]([Cl:22])[C:16]=1[S:23](Cl)(=[O:25])=[O:24]. (5) Given the product [Cl:7][C:8]1[CH:9]=[CH:10][C:11]([CH:19]([CH3:21])[CH3:20])=[C:12]([CH:18]=1)[CH2:13][N:14]([CH:15]1[CH2:17][CH2:16]1)[C:29]([C:28]1[C:24]([CH:23]([F:33])[F:22])=[N:25][N:26]([CH3:32])[C:27]=1[F:31])=[O:30], predict the reactants needed to synthesize it. The reactants are: C([O-])([O-])=O.[Ca+2].Cl.[Cl:7][C:8]1[CH:9]=[CH:10][C:11]([CH:19]([CH3:21])[CH3:20])=[C:12]([CH:18]=1)[CH2:13][NH:14][CH:15]1[CH2:17][CH2:16]1.[F:22][CH:23]([F:33])[C:24]1[C:28]([CH:29]=[O:30])=[C:27]([F:31])[N:26]([CH3:32])[N:25]=1.[O-]Cl.[Na+]. (6) Given the product [F:1][C:2]([F:13])([F:12])[O:3][C:4]1[CH:11]=[CH:10][C:7]([CH2:8][O:14][C:15]2[CH:20]=[CH:19][C:18]([N:21]([C:38](=[O:47])/[CH:39]=[CH:40]/[C:41]3[CH:46]=[CH:45][CH:44]=[CH:43][CH:42]=3)[CH2:22][C:23]([N:25]3[CH2:29][CH2:28][C@H:27]([NH:30][C:31](=[O:37])[O:32][C:33]([CH3:36])([CH3:35])[CH3:34])[CH2:26]3)=[O:24])=[CH:17][CH:16]=2)=[CH:6][CH:5]=1, predict the reactants needed to synthesize it. The reactants are: [F:1][C:2]([F:13])([F:12])[O:3][C:4]1[CH:11]=[CH:10][C:7]([CH2:8]Br)=[CH:6][CH:5]=1.[OH:14][C:15]1[CH:20]=[CH:19][C:18]([N:21]([C:38](=[O:47])/[CH:39]=[CH:40]/[C:41]2[CH:46]=[CH:45][CH:44]=[CH:43][CH:42]=2)[CH2:22][C:23]([N:25]2[CH2:29][CH2:28][C@H:27]([NH:30][C:31](=[O:37])[O:32][C:33]([CH3:36])([CH3:35])[CH3:34])[CH2:26]2)=[O:24])=[CH:17][CH:16]=1.C(=O)([O-])[O-].[Cs+].[Cs+].